From a dataset of Reaction yield outcomes from USPTO patents with 853,638 reactions. Predict the reaction yield, written as a fraction of the theoretical maximum amount of product (1.0 means a 100% yield; for example, 0.34 means a 34% yield). (1) The reactants are CS(C)=O.C(Cl)(=O)C(Cl)=O.[N:11]1([CH2:16][C:17]([N:19]2[CH2:23][C@H:22]([OH:24])[CH2:21][C@H:20]2[C:25]([NH:27][C:28]2[CH:33]=[CH:32][C:31]([O:34][C:35]3[CH:40]=[CH:39][C:38]([F:41])=[CH:37][CH:36]=3)=[CH:30][CH:29]=2)=[O:26])=[O:18])[CH:15]=[N:14][CH:13]=[N:12]1.C(N(CC)CC)C.[Cl-].[NH4+]. The catalyst is C(Cl)Cl. The product is [N:11]1([CH2:16][C:17]([N:19]2[CH2:23][C:22](=[O:24])[CH2:21][C@H:20]2[C:25]([NH:27][C:28]2[CH:29]=[CH:30][C:31]([O:34][C:35]3[CH:36]=[CH:37][C:38]([F:41])=[CH:39][CH:40]=3)=[CH:32][CH:33]=2)=[O:26])=[O:18])[CH:15]=[N:14][CH:13]=[N:12]1. The yield is 0.530. (2) The reactants are [CH2:1]([O:3][C:4]([C:6]1[NH:7][C:8]2[C:13]([CH:14]=1)=[CH:12][C:11](Br)=[CH:10][CH:9]=2)=[O:5])[CH3:2].C([Sn](CCCC)(CCCC)[C:21]1[CH:22]=[N:23][CH:24]=[CH:25][CH:26]=1)CCC. The catalyst is O1CCOCC1.C1C=CC(P(C2C=CC=CC=2)C2C=CC=CC=2)=CC=1.C1C=CC(P(C2C=CC=CC=2)C2C=CC=CC=2)=CC=1.Cl[Pd]Cl. The product is [CH2:1]([O:3][C:4]([C:6]1[NH:7][C:8]2[C:13]([CH:14]=1)=[CH:12][C:11]([C:21]1[CH:22]=[N:23][CH:24]=[CH:25][CH:26]=1)=[CH:10][CH:9]=2)=[O:5])[CH3:2]. The yield is 0.290. (3) The reactants are [CH2:1]([O:5][C:6]1[CH:10]=[C:9]([CH2:11][CH2:12][CH2:13][C:14]([OH:16])=O)[N:8]([CH2:17][C:18]2[CH:23]=[CH:22][C:21]([Cl:24])=[CH:20][C:19]=2[Cl:25])[N:7]=1)[CH2:2][CH2:3][CH3:4].[CH2:26]([S:31]([NH2:34])(=[O:33])=[O:32])[CH2:27][CH2:28][CH2:29][CH3:30].N12CCCN=C1CCCCC2. The catalyst is O1CCCC1. The product is [CH2:1]([O:5][C:6]1[CH:10]=[C:9]([CH2:11][CH2:12][CH2:13][C:14]([NH:34][S:31]([CH2:26][CH2:27][CH2:28][CH2:29][CH3:30])(=[O:33])=[O:32])=[O:16])[N:8]([CH2:17][C:18]2[CH:23]=[CH:22][C:21]([Cl:24])=[CH:20][C:19]=2[Cl:25])[N:7]=1)[CH2:2][CH2:3][CH3:4]. The yield is 0.540. (4) The reactants are [CH3:1][O:2][C:3]1[CH:12]=[C:11]2[C:6]([CH:7]([C:13]3[CH:18]=[CH:17][C:16]([O:19][CH3:20])=[CH:15][CH:14]=3)[CH2:8][NH:9][CH2:10]2)=[CH:5][CH:4]=1.CCN(CC)CC.[F:28][C:29]([F:40])([F:39])[C:30](O[C:30](=[O:31])[C:29]([F:40])([F:39])[F:28])=[O:31].C([O-])(O)=O.[Na+]. The catalyst is C(Cl)Cl. The product is [F:28][C:29]([F:40])([F:39])[C:30]([N:9]1[CH2:8][CH:7]([C:13]2[CH:18]=[CH:17][C:16]([O:19][CH3:20])=[CH:15][CH:14]=2)[C:6]2[C:11](=[CH:12][C:3]([O:2][CH3:1])=[CH:4][CH:5]=2)[CH2:10]1)=[O:31]. The yield is 0.900. (5) The reactants are Cl[C:2]1[C:11]2[C:6](=[CH:7][CH:8]=[C:9]([Cl:12])[N:10]=2)[N:5]=[CH:4][C:3]=1[C:13](=[O:15])[CH3:14].[NH2:16][C@H:17]1[CH2:22][CH2:21][C@H:20]([OH:23])[CH2:19][CH2:18]1. No catalyst specified. The product is [Cl:12][C:9]1[N:10]=[C:11]2[C:6](=[CH:7][CH:8]=1)[N:5]=[CH:4][C:3]([C:13](=[O:15])[CH3:14])=[C:2]2[NH:16][C@H:17]1[CH2:22][CH2:21][C@H:20]([OH:23])[CH2:19][CH2:18]1. The yield is 0.780. (6) The reactants are C[Si](Cl)(C)C.[Na+].[I-].[F:8][C:9]1[CH:14]=[CH:13][CH:12]=[CH:11][C:10]=1[N:15]1[CH:20]=[C:19]([O:21]C)[C:18](=[O:23])[C:17]([C:24]2[N:28]([C:29]3[CH:34]=[CH:33][CH:32]=[CH:31][CH:30]=3)[N:27]=[CH:26][CH:25]=2)=[N:16]1.O. The catalyst is CC#N. The product is [F:8][C:9]1[CH:14]=[CH:13][CH:12]=[CH:11][C:10]=1[N:15]1[CH:20]=[C:19]([OH:21])[C:18](=[O:23])[C:17]([C:24]2[N:28]([C:29]3[CH:34]=[CH:33][CH:32]=[CH:31][CH:30]=3)[N:27]=[CH:26][CH:25]=2)=[N:16]1. The yield is 0.930. (7) The reactants are C(N(CC)C(C)C)(C)C.[F:10][C:11]1[CH:19]=[C:18]2[C:14]([C:15]([C:21]3[N:22]=[C:23]4[C:29]([C:30](O)=[O:31])=[CH:28][N:27]([CH2:33][O:34][CH2:35][CH2:36][Si:37]([CH3:40])([CH3:39])[CH3:38])[C:24]4=[N:25][CH:26]=3)=[N:16][N:17]2[CH3:20])=[CH:13][CH:12]=1.CN(C(ON1N=NC2C=CC=NC1=2)=[N+](C)C)C.F[P-](F)(F)(F)(F)F.FC(F)(F)C(O)=O.[F:72][C:73]([F:84])([CH2:77][C:78]1[CH:83]=[CH:82][CH:81]=[CH:80][CH:79]=1)[C@H:74]([NH2:76])[CH3:75]. The catalyst is CN(C=O)C. The product is [F:72][C:73]([F:84])([CH2:77][C:78]1[CH:83]=[CH:82][CH:81]=[CH:80][CH:79]=1)[C@H:74]([NH:76][C:30]([C:29]1[C:23]2[C:24](=[N:25][CH:26]=[C:21]([C:15]3[C:14]4[C:18](=[CH:19][C:11]([F:10])=[CH:12][CH:13]=4)[N:17]([CH3:20])[N:16]=3)[N:22]=2)[N:27]([CH2:33][O:34][CH2:35][CH2:36][Si:37]([CH3:38])([CH3:39])[CH3:40])[CH:28]=1)=[O:31])[CH3:75]. The yield is 0.940.